Dataset: Forward reaction prediction with 1.9M reactions from USPTO patents (1976-2016). Task: Predict the product of the given reaction. The product is: [CH3:1][O:2][C:3](=[O:15])[CH:4]([CH3:14])[CH2:5][N:6]([CH2:7][C:8]1[CH:9]=[CH:10][CH:11]=[CH:12][CH:13]=1)[C:19]1[C:20]([N+:24]([O-:26])=[O:25])=[CH:21][N:22]=[C:17]([Cl:16])[N:18]=1. Given the reactants [CH3:1][O:2][C:3](=[O:15])[CH:4]([CH3:14])[CH2:5][NH:6][CH2:7][C:8]1[CH:13]=[CH:12][CH:11]=[CH:10][CH:9]=1.[Cl:16][C:17]1[N:22]=[C:21](Cl)[C:20]([N+:24]([O-:26])=[O:25])=[CH:19][N:18]=1.C(=O)(O)[O-].[K+], predict the reaction product.